Dataset: Forward reaction prediction with 1.9M reactions from USPTO patents (1976-2016). Task: Predict the product of the given reaction. The product is: [CH2:43]([O:42][C@H:30]1[C@H:29]([O:50][CH2:51][C:52]2[CH:53]=[CH:54][CH:55]=[CH:56][CH:57]=2)[C@@H:9]([O:8][CH2:1][C:2]2[CH:3]=[CH:4][CH:5]=[CH:6][CH:7]=2)[CH:10]([C:12]2[CH:17]=[CH:16][C:15]([Cl:18])=[C:14]([CH2:19][C:20]3[CH:21]=[CH:22][C:23]([O:26][CH2:27][CH3:28])=[CH:24][CH:25]=3)[CH:13]=2)[NH:60][CH:31]1[CH2:32][O:33][CH2:34][C:35]1[CH:36]=[CH:37][CH:38]=[CH:39][CH:40]=1)[C:44]1[CH:45]=[CH:46][CH:47]=[CH:48][CH:49]=1. Given the reactants [CH2:1]([O:8][C@H:9]([C@@H:29]([O:50][CH2:51][C:52]1[CH:57]=[CH:56][CH:55]=[CH:54][CH:53]=1)[C@H:30]([O:42][CH2:43][C:44]1[CH:49]=[CH:48][CH:47]=[CH:46][CH:45]=1)[C:31](=O)[CH2:32][O:33][CH2:34][C:35]1[CH:40]=[CH:39][CH:38]=[CH:37][CH:36]=1)[C:10]([C:12]1[CH:17]=[CH:16][C:15]([Cl:18])=[C:14]([CH2:19][C:20]2[CH:25]=[CH:24][C:23]([O:26][CH2:27][CH3:28])=[CH:22][CH:21]=2)[CH:13]=1)=O)[C:2]1[CH:7]=[CH:6][CH:5]=[CH:4][CH:3]=1.N.C([BH3-])#[N:60].[Na+], predict the reaction product.